This data is from P-glycoprotein inhibition data for predicting drug efflux from Broccatelli et al.. The task is: Regression/Classification. Given a drug SMILES string, predict its absorption, distribution, metabolism, or excretion properties. Task type varies by dataset: regression for continuous measurements (e.g., permeability, clearance, half-life) or binary classification for categorical outcomes (e.g., BBB penetration, CYP inhibition). Dataset: pgp_broccatelli. (1) The drug is COc1ccnc(CS(=O)c2nc3cc(OC(F)F)ccc3[nH]2)c1OC. The result is 0 (non-inhibitor). (2) The molecule is C[C@@H]1O[C@H](O[C@@H]2[C@@H](Oc3cc(O)c4c(c3)O[C@H](c3ccc(O)cc3)CC4=O)O[C@@H](CO)[C@@H](O)[C@H]2O)[C@H](O)[C@H](O)[C@H]1O. The result is 0 (non-inhibitor). (3) The molecule is COc1cccc(CCc2ccccc2OCCN2CCN(C)CC2)c1. The result is 1 (inhibitor). (4) The molecule is N#Cc1c2n(c3c(N4CCN(CCc5c[nH]c6ccccc56)CC4)ncnc13)CCCC2. The result is 1 (inhibitor). (5) The molecule is CC(=O)c1cc(C(C)=O)c(OC[C@@H](O)CN2CCN(c3ccccc3C)CC2)cc1C. The result is 1 (inhibitor).